This data is from Full USPTO retrosynthesis dataset with 1.9M reactions from patents (1976-2016). The task is: Predict the reactants needed to synthesize the given product. (1) Given the product [N:62]1([C:71]2[CH:76]=[CH:75][N:74]=[CH:73][CH:72]=2)[CH2:67][CH2:66][CH:65]([CH2:68][CH2:69][NH:70][C:9]([C:11]2[C:15]([CH3:16])=[C:14]([NH:17][C:28](=[O:33])[C:29]3[CH:31]=[CH:5][CH:4]=[CH:3][C:30]=3[Cl:35])[N:13]([C:18]3[CH:23]=[CH:22][CH:21]=[CH:20][N:19]=3)[N:12]=2)=[O:10])[CH2:64][CH2:63]1, predict the reactants needed to synthesize it. The reactants are: N1[CH:5]=[CH:4][CH:3]=N1.C(O[C:9]([C:11]1[C:15]([CH3:16])=[C:14]([NH2:17])[N:13]([C:18]2[CH:23]=[CH:22][CH:21]=[CH:20][N:19]=2)[N:12]=1)=[O:10])C.C(OC(=O)[C:28](=[O:33])[CH:29]([C:31]#N)[CH3:30])C.[ClH:35].Cl.N(C1C=CC=CN=1)N.NC1N(C(OC(C)(C)C)=O)N=C(C(OC)=O)C=1.[N:62]1([C:71]2[CH:76]=[CH:75][N:74]=[CH:73][CH:72]=2)[CH2:67][CH2:66][CH:65]([CH2:68][CH2:69][NH2:70])[CH2:64][CH2:63]1. (2) Given the product [CH3:5][C:10]([CH3:11])=[O:9].[Cl:1][C:2]1[CH:11]=[C:10]2[C:5]([C:6]([C:28]3[CH:29]=[C:30](/[CH:34]=[CH:35]/[C:36]([OH:38])=[O:37])[CH:31]=[CH:32][CH:33]=3)=[C:7]([CH2:13][C:14]([NH:16][C:17]3[CH:22]=[CH:21][C:20]([F:23])=[CH:19][C:18]=3[C:24]([F:25])([F:27])[F:26])=[O:15])[C:8](=[O:12])[O:9]2)=[CH:4][C:3]=1[CH3:43], predict the reactants needed to synthesize it. The reactants are: [Cl:1][C:2]1[CH:11]=[C:10]2[C:5]([C:6]([C:28]3[CH:29]=[C:30](/[CH:34]=[CH:35]/[C:36]([O:38]CCCC)=[O:37])[CH:31]=[CH:32][CH:33]=3)=[C:7]([CH2:13][C:14]([NH:16][C:17]3[CH:22]=[CH:21][C:20]([F:23])=[CH:19][C:18]=3[C:24]([F:27])([F:26])[F:25])=[O:15])[C:8](=[O:12])[O:9]2)=[CH:4][C:3]=1[CH3:43].C(O)C.[OH-].[Na+].Cl. (3) Given the product [C:1]([O:5][C:6]([N:8]1[CH2:13][C@@H:12]([C:14](=[O:37])[NH:15][CH2:16][C:17]2([CH2:31][CH2:32][CH2:33][CH2:34][O:35][CH3:36])[C:30]3[CH:29]=[CH:28][CH:27]=[CH:26][C:25]=3[O:24][C:23]3[C:18]2=[CH:19][CH:20]=[CH:21][CH:22]=3)[CH2:11][C@@H:10]([C:38](=[O:39])[N:43]([CH2:44][C:45]([CH3:50])([CH3:51])[CH2:46][N:47]([CH3:49])[CH3:48])[CH2:41][CH3:42])[CH2:9]1)=[O:7])([CH3:4])([CH3:3])[CH3:2], predict the reactants needed to synthesize it. The reactants are: [C:1]([O:5][C:6]([N:8]1[CH2:13][C@@H:12]([C:14](=[O:37])[NH:15][CH2:16][C:17]2([CH2:31][CH2:32][CH2:33][CH2:34][O:35][CH3:36])[C:30]3[CH:29]=[CH:28][CH:27]=[CH:26][C:25]=3[O:24][C:23]3[C:18]2=[CH:19][CH:20]=[CH:21][CH:22]=3)[CH2:11][C@@H:10]([C:38](O)=[O:39])[CH2:9]1)=[O:7])([CH3:4])([CH3:3])[CH3:2].[CH2:41]([NH:43][CH2:44][C:45]([CH3:51])([CH3:50])[CH2:46][N:47]([CH3:49])[CH3:48])[CH3:42]. (4) Given the product [F:12][C:5]([F:13])([C:6]1[CH:11]=[CH:10][CH:9]=[CH:8][CH:7]=1)[C:4]([NH2:15])=[O:3], predict the reactants needed to synthesize it. The reactants are: C([O:3][C:4](=O)[C:5]([F:13])([F:12])[C:6]1[CH:11]=[CH:10][CH:9]=[CH:8][CH:7]=1)C.[NH3:15]. (5) Given the product [CH2:21]([O:23][C:24]([C:26]1[CH:31]=[C:30]([C:2]2[CH:20]=[CH:19][CH:18]=[CH:17][C:3]=2[CH2:4][N:5]2[C:13]3[C:8](=[CH:9][C:10]([C:14]([OH:16])=[O:15])=[CH:11][CH:12]=3)[CH:7]=[CH:6]2)[CH:29]=[CH:28][CH:27]=1)=[O:25])[CH3:22], predict the reactants needed to synthesize it. The reactants are: Br[C:2]1[CH:20]=[CH:19][CH:18]=[CH:17][C:3]=1[CH2:4][N:5]1[C:13]2[C:8](=[CH:9][C:10]([C:14]([OH:16])=[O:15])=[CH:11][CH:12]=2)[CH:7]=[CH:6]1.[CH2:21]([O:23][C:24]([C:26]1[CH:27]=[C:28](B(O)O)[CH:29]=[CH:30][CH:31]=1)=[O:25])[CH3:22].